This data is from Full USPTO retrosynthesis dataset with 1.9M reactions from patents (1976-2016). The task is: Predict the reactants needed to synthesize the given product. Given the product [F:1][C:2]1[CH:3]=[CH:4][C:5]2[N:6]([C:8]([N:11]3[CH2:16][CH2:15][N:14]([CH2:17][CH2:18][O:19][Si:33]([CH:40]([CH3:42])[CH3:41])([CH:37]([CH3:39])[CH3:38])[CH:34]([CH3:36])[CH3:35])[CH2:13][CH2:12]3)=[N:9][N:10]=2)[CH:7]=1, predict the reactants needed to synthesize it. The reactants are: [F:1][C:2]1[CH:3]=[CH:4][C:5]2[N:6]([C:8]([N:11]3[CH2:16][CH2:15][N:14]([CH2:17][CH2:18][OH:19])[CH2:13][CH2:12]3)=[N:9][N:10]=2)[CH:7]=1.CCN(CC)CC.FC(F)(F)S(O[Si:33]([CH:40]([CH3:42])[CH3:41])([CH:37]([CH3:39])[CH3:38])[CH:34]([CH3:36])[CH3:35])(=O)=O.